Dataset: Full USPTO retrosynthesis dataset with 1.9M reactions from patents (1976-2016). Task: Predict the reactants needed to synthesize the given product. (1) Given the product [CH3:3][C:4]1[CH:9]=[C:8]([CH2:10][N:11]2[CH2:16][CH2:15][O:14][CH2:13][CH2:12]2)[CH:7]=[CH:6][C:5]=1[O:17][CH:23]1[CH2:24][N:25]([C:27]([O:29][C:30]([CH3:33])([CH3:32])[CH3:31])=[O:28])[CH2:26]1, predict the reactants needed to synthesize it. The reactants are: [H-].[Na+].[CH3:3][C:4]1[CH:9]=[C:8]([CH2:10][N:11]2[CH2:16][CH2:15][O:14][CH2:13][CH2:12]2)[CH:7]=[CH:6][C:5]=1[OH:17].CS(O[CH:23]1[CH2:26][N:25]([C:27]([O:29][C:30]([CH3:33])([CH3:32])[CH3:31])=[O:28])[CH2:24]1)(=O)=O.O. (2) Given the product [I:1][C:2]1[CH:3]=[C:4]([NH:8][C:9](=[O:56])[CH2:10][N:11]2[CH:15]=[CH:14][N:13]=[C:12]2[CH2:16][N:17]([CH2:30][C:31]2[N:32]([CH2:36][C:37]([N:39]([CH2:48][C:49]([OH:51])=[O:50])[CH2:40][C:41]([OH:43])=[O:42])=[O:38])[CH:33]=[CH:34][N:35]=2)[CH2:18][CH2:19][C:20]2[CH:21]=[CH:22][C:23]([S:26](=[O:28])(=[O:29])[NH2:27])=[CH:24][CH:25]=2)[CH:5]=[CH:6][CH:7]=1, predict the reactants needed to synthesize it. The reactants are: [I:1][C:2]1[CH:3]=[C:4]([NH:8][C:9](=[O:56])[CH2:10][N:11]2[CH:15]=[CH:14][N:13]=[C:12]2[CH2:16][N:17]([CH2:30][C:31]2[N:32]([CH2:36][C:37]([N:39]([CH2:48][C:49]([O:51]C(C)(C)C)=[O:50])[CH2:40][C:41]([O:43]C(C)(C)C)=[O:42])=[O:38])[CH:33]=[CH:34][N:35]=2)[CH2:18][CH2:19][C:20]2[CH:25]=[CH:24][C:23]([S:26](=[O:29])(=[O:28])[NH2:27])=[CH:22][CH:21]=2)[CH:5]=[CH:6][CH:7]=1. (3) Given the product [C:28]([NH:27][C:25]1[S:24][C:22]2[C:21]([N:26]=1)=[CH:20][CH:19]=[C:18]([C:2]1[CH:3]=[CH:4][C:5]([C:8]([NH:10][CH3:11])=[O:9])=[N:6][CH:7]=1)[N:23]=2)(=[O:30])[CH3:29], predict the reactants needed to synthesize it. The reactants are: Br[C:2]1[CH:3]=[CH:4][C:5]([C:8]([NH:10][CH3:11])=[O:9])=[N:6][CH:7]=1.CC([O-])=O.[K+].Br[C:18]1[N:23]=[C:22]2[S:24][C:25]([NH:27][C:28](=[O:30])[CH3:29])=[N:26][C:21]2=[CH:20][CH:19]=1.C([O-])([O-])=O.[Cs+].[Cs+].C([O-])(O)=O.[Na+]. (4) Given the product [Br:7][C:6]1[C:2]2[N:1]=[CH:11][N:10]([CH3:12])[C:8](=[O:9])[C:3]=2[S:4][CH:5]=1, predict the reactants needed to synthesize it. The reactants are: [NH2:1][C:2]1[C:6]([Br:7])=[CH:5][S:4][C:3]=1[C:8]([NH:10][CH3:11])=[O:9].[CH:12](OC)(OC)OC.Cl.O1CCOCC1.